Dataset: Merck oncology drug combination screen with 23,052 pairs across 39 cell lines. Task: Regression. Given two drug SMILES strings and cell line genomic features, predict the synergy score measuring deviation from expected non-interaction effect. Drug 1: O=C(CCCCCCC(=O)Nc1ccccc1)NO. Drug 2: Cn1cc(-c2cnn3c(N)c(Br)c(C4CCCNC4)nc23)cn1. Cell line: COLO320DM. Synergy scores: synergy=24.4.